This data is from Forward reaction prediction with 1.9M reactions from USPTO patents (1976-2016). The task is: Predict the product of the given reaction. (1) Given the reactants [C:1]([S:4][CH:5]([CH2:10][C:11]1[CH:16]=[CH:15][CH:14]=[CH:13][CH:12]=1)[CH2:6][C:7]([OH:9])=[O:8])(=[O:3])[CH3:2].C(Cl)CCl.[CH2:21](O)[C:22]1[CH:27]=[CH:26][CH:25]=[CH:24][CH:23]=1, predict the reaction product. The product is: [CH2:21]([O:8][C:7](=[O:9])[CH2:6][CH:5]([S:4][C:1](=[O:3])[CH3:2])[CH2:10][C:11]1[CH:12]=[CH:13][CH:14]=[CH:15][CH:16]=1)[C:22]1[CH:27]=[CH:26][CH:25]=[CH:24][CH:23]=1. (2) Given the reactants [Cl:1][C:2]1[CH:7]=[CH:6][C:5]([CH:8]2[CH:12]=[CH:11][C:10]([C:13](=[O:15])[CH3:14])=[C:9]2[CH3:16])=[CH:4][CH:3]=1.[Br:17]Br, predict the reaction product. The product is: [Br:17][CH2:14][C:13]([C:10]1[CH:11]=[CH:12][CH:8]([C:5]2[CH:4]=[CH:3][C:2]([Cl:1])=[CH:7][CH:6]=2)[C:9]=1[CH3:16])=[O:15]. (3) Given the reactants [CH2:1]([C:5]1[CH:6]=[C:7]2[C:12](=[C:13]([O:15][CH:16]3[CH2:21][CH2:20][N:19]([CH2:22][CH2:23][CH2:24][CH2:25][NH2:26])[CH2:18][CH2:17]3)[CH:14]=1)[N:11]=[CH:10][CH:9]=[CH:8]2)[CH2:2][CH2:3][CH3:4].C(N(CC)CC)C.[CH2:34]([S:36]([Cl:39])(=[O:38])=[O:37])[CH3:35].C(O)(C)C, predict the reaction product. The product is: [ClH:39].[ClH:39].[CH2:1]([C:5]1[CH:6]=[C:7]2[C:12](=[C:13]([O:15][CH:16]3[CH2:21][CH2:20][N:19]([CH2:22][CH2:23][CH2:24][CH2:25][NH:26][S:36]([CH2:34][CH3:35])(=[O:38])=[O:37])[CH2:18][CH2:17]3)[CH:14]=1)[N:11]=[CH:10][CH:9]=[CH:8]2)[CH2:2][CH2:3][CH3:4]. (4) Given the reactants [C:1]([O:5][C:6]([N:8]1[CH2:13][CH2:12][CH:11]([CH2:14]OS(C2C=CC(C)=CC=2)(=O)=O)[CH2:10][CH2:9]1)=[O:7])([CH3:4])([CH3:3])[CH3:2].[CH3:26][S-:27].[Na+], predict the reaction product. The product is: [C:1]([O:5][C:6]([N:8]1[CH2:9][CH2:10][CH:11]([CH2:14][S:27][CH3:26])[CH2:12][CH2:13]1)=[O:7])([CH3:2])([CH3:3])[CH3:4]. (5) The product is: [N:30]1([CH2:35][C:36]([NH:1][C@@H:2]([CH2:20][O:21][CH2:22][C:23]2[CH:24]=[CH:25][CH:26]=[CH:27][CH:28]=2)[C:3]([NH:5][C:6]2[CH:7]=[CH:8][C:9]([O:12][C:13]3[CH:18]=[CH:17][C:16]([F:19])=[CH:15][CH:14]=3)=[CH:10][CH:11]=2)=[O:4])=[O:37])[CH:34]=[N:33][CH:32]=[N:31]1. Given the reactants [NH2:1][C@@H:2]([CH2:20][O:21][CH2:22][C:23]1[CH:28]=[CH:27][CH:26]=[CH:25][CH:24]=1)[C:3]([NH:5][C:6]1[CH:11]=[CH:10][C:9]([O:12][C:13]2[CH:18]=[CH:17][C:16]([F:19])=[CH:15][CH:14]=2)=[CH:8][CH:7]=1)=[O:4].Cl.[N:30]1([CH2:35][C:36](O)=[O:37])[CH:34]=[N:33][CH:32]=[N:31]1, predict the reaction product. (6) Given the reactants [N:1]([CH2:4][CH:5]([C:7]1[CH:12]=[CH:11][CH:10]=[C:9]([CH3:13])[N:8]=1)[OH:6])=[N+:2]=[N-:3].[C:14](OC=C)(=[O:16])[CH3:15], predict the reaction product. The product is: [N:1]([CH2:4][C@@H:5]([O:6][C:14](=[O:16])[CH3:15])[C:7]1[CH:12]=[CH:11][CH:10]=[C:9]([CH3:13])[N:8]=1)=[N+:2]=[N-:3].